This data is from Full USPTO retrosynthesis dataset with 1.9M reactions from patents (1976-2016). The task is: Predict the reactants needed to synthesize the given product. (1) The reactants are: Cl.[CH3:2][O:3][NH2:4].Br[CH2:6][C:7]([NH:9][C:10]1[C:27]([OH:28])=[C:26]2[C:13]([CH2:14][CH:15]3[C:24]([C:25]2=[O:29])=[C:23]([OH:30])[C:22]2([OH:31])[CH:17]([CH:18]([N:37]([CH3:39])[CH3:38])[C:19]([OH:36])=[C:20]([C:33]([NH2:35])=[O:34])[C:21]2=[O:32])[CH2:16]3)=[C:12]([N:40]([CH3:42])[CH3:41])[CH:11]=1)=[O:8]. Given the product [CH3:39][N:37]([CH3:38])[C@H:18]1[C@H:17]2[C@:22]([OH:31])([C:23]([OH:30])=[C:24]3[C@H:15]([CH2:16]2)[CH2:14][C:13]2[C:26](=[C:27]([OH:28])[C:10]([NH:9][C:7](=[O:8])[CH2:6][NH:4][O:3][CH3:2])=[CH:11][C:12]=2[N:40]([CH3:41])[CH3:42])[C:25]3=[O:29])[C:21](=[O:32])[C:20]([C:33]([NH2:35])=[O:34])=[C:19]1[OH:36], predict the reactants needed to synthesize it. (2) The reactants are: [O:1]=[C:2]1[CH2:7][CH2:6][N:5]([C:8]([O:10][C:11]([CH3:14])([CH3:13])[CH3:12])=[O:9])[CH2:4][CH2:3]1.[CH:15]1([CH2:20][C:21](Cl)=[O:22])[CH2:19][CH2:18][CH2:17][CH2:16]1. Given the product [CH:15]1([CH2:20][C:21]([CH:7]2[C:2](=[O:1])[CH2:3][CH2:4][N:5]([C:8]([O:10][C:11]([CH3:14])([CH3:13])[CH3:12])=[O:9])[CH2:6]2)=[O:22])[CH2:19][CH2:18][CH2:17][CH2:16]1, predict the reactants needed to synthesize it. (3) Given the product [S:1]1[C:5]2[CH:6]=[CH:7][CH:8]=[CH:9][C:4]=2[C:3]([N:10]2[CH2:15][CH2:14][N:13]([CH2:16][CH2:17][C:18]3[CH:19]=[CH:20][CH:21]=[C:22]4[C:27]=3[N:26]([C:34](=[O:36])[CH3:35])[CH2:25][CH2:24][CH:23]4[C:28]3[CH:33]=[CH:32][CH:31]=[CH:30][CH:29]=3)[CH2:12][CH2:11]2)=[N:2]1, predict the reactants needed to synthesize it. The reactants are: [S:1]1[C:5]2[CH:6]=[CH:7][CH:8]=[CH:9][C:4]=2[C:3]([N:10]2[CH2:15][CH2:14][N:13]([CH2:16][CH2:17][C:18]3[CH:19]=[CH:20][CH:21]=[C:22]4[C:27]=3[NH:26][CH2:25][CH2:24][CH:23]4[C:28]3[CH:33]=[CH:32][CH:31]=[CH:30][CH:29]=3)[CH2:12][CH2:11]2)=[N:2]1.[C:34](Cl)(=[O:36])[CH3:35].Cl. (4) Given the product [CH3:43][N:44]([CH3:48])[CH2:45][CH2:46][NH:47][C:32]([C:31]1[C:37]([CH3:38])=[C:27]([O:26][C:24]2[C:23]([Br:40])=[CH:22][N:21]=[C:20]([NH:19][C:17]3[S:16][N:15]=[C:14]([CH:11]4[CH2:10][CH2:9][N:8]([C:6]([O:5][C:1]([CH3:4])([CH3:2])[CH3:3])=[O:7])[CH2:13][CH2:12]4)[N:18]=3)[CH:25]=2)[C:28]([CH3:39])=[N:29][CH:30]=1)=[O:33], predict the reactants needed to synthesize it. The reactants are: [C:1]([O:5][C:6]([N:8]1[CH2:13][CH2:12][CH:11]([C:14]2[N:18]=[C:17]([NH:19][C:20]3[CH:25]=[C:24]([O:26][C:27]4[C:28]([CH3:39])=[N:29][CH:30]=[C:31]([C:37]=4[CH3:38])[C:32](OCC)=[O:33])[C:23]([Br:40])=[CH:22][N:21]=3)[S:16][N:15]=2)[CH2:10][CH2:9]1)=[O:7])([CH3:4])([CH3:3])[CH3:2].[OH-].[Na+].[CH3:43][N:44]([CH3:48])[CH2:45][CH2:46][NH2:47].Cl.CN(C)CCCN=C=NCC.C1C=CC2N(O)N=NC=2C=1. (5) Given the product [CH2:13]([O:15][C:16](=[O:24])[C:17]([N:19]([CH2:22][CH3:23])[CH2:20][CH3:21])([CH3:1])[CH3:18])[CH3:14], predict the reactants needed to synthesize it. The reactants are: [CH:1](NC(C)C)(C)C.C([Li])CCC.[CH2:13]([O:15][C:16](=[O:24])[CH:17]([N:19]([CH2:22][CH3:23])[CH2:20][CH3:21])[CH3:18])[CH3:14].IC. (6) Given the product [CH3:17][P:15]([C:12]1[CH:13]=[CH:14][C:9]([NH:8][C:4]2[CH:3]=[C:2]([NH:27][N:28]3[CH2:35][CH:34]4[CH2:33][CH2:32][CH2:31][CH:30]4[CH2:29]3)[N:7]=[CH:6][N:5]=2)=[CH:10][CH:11]=1)([CH3:18])=[O:16], predict the reactants needed to synthesize it. The reactants are: Cl[C:2]1[N:7]=[CH:6][N:5]=[C:4]([NH:8][C:9]2[CH:14]=[CH:13][C:12]([P:15]([CH3:18])([CH3:17])=[O:16])=[CH:11][CH:10]=2)[CH:3]=1.C(N(CC)CC)C.Cl.[NH2:27][N:28]1[CH2:35][CH:34]2[CH:30]([CH2:31][CH2:32][CH2:33]2)[CH2:29]1.